This data is from Catalyst prediction with 721,799 reactions and 888 catalyst types from USPTO. The task is: Predict which catalyst facilitates the given reaction. (1) Reactant: [CH3:1][C:2]1[O:6][C:5]([C:7]([NH:9][C:10]([C:13]2[N:19]([CH3:20])[C:17](=[O:18])[C:16]([OH:21])=[C:15]([C:22]([NH:24][CH2:25][C:26]3[CH:27]=[CH:28][C:29]([F:32])=[CH:30][CH:31]=3)=[O:23])[N:14]=2)([CH3:12])[CH3:11])=[O:8])=[N:4][N:3]=1.[OH-].[K+:34]. Product: [CH3:1][C:2]1[O:6][C:5]([C:7]([NH:9][C:10]([C:13]2[N:19]([CH3:20])[C:17](=[O:18])[C:16]([O-:21])=[C:15]([C:22]([NH:24][CH2:25][C:26]3[CH:27]=[CH:28][C:29]([F:32])=[CH:30][CH:31]=3)=[O:23])[N:14]=2)([CH3:12])[CH3:11])=[O:8])=[N:4][N:3]=1.[K+:34]. The catalyst class is: 252. (2) Reactant: [C:1]([O:5][C:6]([N:8]1[CH2:12][CH2:11][CH2:10][C@H:9]1[CH2:13][OH:14])=[O:7])([CH3:4])([CH3:3])[CH3:2].[C:15]1([CH3:25])[CH:20]=[CH:19][C:18]([S:21](Cl)(=[O:23])=[O:22])=[CH:17][CH:16]=1. Product: [C:1]([O:5][C:6]([N:8]1[CH2:12][CH2:11][CH2:10][C@H:9]1[CH2:13][O:14][S:21]([C:18]1[CH:19]=[CH:20][C:15]([CH3:25])=[CH:16][CH:17]=1)(=[O:23])=[O:22])=[O:7])([CH3:4])([CH3:3])[CH3:2]. The catalyst class is: 17. (3) Reactant: [Cl:1][C:2]1[CH:7]=[CH:6][C:5]([N:8]=[C:9]=[S:10])=[CH:4][CH:3]=1.[NH:11]1[CH2:21][CH2:20][CH:14]([C:15]([O:17][CH2:18][CH3:19])=[O:16])[CH2:13][CH2:12]1. Product: [Cl:1][C:2]1[CH:7]=[CH:6][C:5]([NH:8][C:9]([N:11]2[CH2:21][CH2:20][CH:14]([C:15]([O:17][CH2:18][CH3:19])=[O:16])[CH2:13][CH2:12]2)=[S:10])=[CH:4][CH:3]=1. The catalyst class is: 4. (4) Reactant: [F:1][C:2]1[CH:3]=[C:4]([CH2:15]O)[CH:5]=[C:6]([O:8][C:9]2[CH:14]=[CH:13][CH:12]=[CH:11][CH:10]=2)[CH:7]=1.C(Br)(Br)(Br)[Br:18].C1C=CC(P(C2C=CC=CC=2)C2C=CC=CC=2)=CC=1. Product: [Br:18][CH2:15][C:4]1[CH:5]=[C:6]([O:8][C:9]2[CH:14]=[CH:13][CH:12]=[CH:11][CH:10]=2)[CH:7]=[C:2]([F:1])[CH:3]=1. The catalyst class is: 2.